From a dataset of Forward reaction prediction with 1.9M reactions from USPTO patents (1976-2016). Predict the product of the given reaction. (1) Given the reactants [H-].[Na+].[CH:3]1([C:6]([CH:8]([N:16]2[CH2:21][CH2:20][CH:19]3[S:22][C:23](=[O:25])[CH:24]=[C:18]3[CH2:17]2)[C:9]2[CH:14]=[CH:13][CH:12]=[CH:11][C:10]=2[F:15])=[O:7])[CH2:5][CH2:4]1.[C:26](OC(=O)C)(=[O:28])[CH3:27], predict the reaction product. The product is: [C:26]([O:25][C:23]1[S:22][C:19]2[CH2:20][CH2:21][N:16]([CH:8]([C:6]([CH:3]3[CH2:4][CH2:5]3)=[O:7])[C:9]3[CH:14]=[CH:13][CH:12]=[CH:11][C:10]=3[F:15])[CH2:17][C:18]=2[CH:24]=1)(=[O:28])[CH3:27]. (2) Given the reactants [NH2:1][CH2:2][C@H:3]1[CH2:8][CH2:7][CH2:6][N:5]([C:9]2[C:18]3[C:13](=[CH:14][C:15]([CH3:19])=[CH:16][CH:17]=3)[N:12]=[C:11]([C:20]3[CH:25]=[CH:24][CH:23]=[CH:22][C:21]=3[OH:26])[N:10]=2)[CH2:4]1.C(N(CC)CC)C.Cl[C:35]([O:37][C@@H:38]1[CH2:42][CH2:41][O:40][CH2:39]1)=[O:36], predict the reaction product. The product is: [O:40]1[CH2:41][CH2:42][C@@H:38]([O:37][C:35](=[O:36])[NH:1][CH2:2][C@H:3]2[CH2:8][CH2:7][CH2:6][N:5]([C:9]3[C:18]4[C:13](=[CH:14][C:15]([CH3:19])=[CH:16][CH:17]=4)[N:12]=[C:11]([C:20]4[CH:25]=[CH:24][CH:23]=[CH:22][C:21]=4[OH:26])[N:10]=3)[CH2:4]2)[CH2:39]1. (3) Given the reactants Cl.[CH3:2][O:3][C:4]1[CH:9]=[CH:8][C:7]([C:10]2[N:11]=[CH:12][N:13]([C:15]([N:17]([CH3:24])[CH:18]3[CH2:23][CH2:22][NH:21][CH2:20][CH2:19]3)=[O:16])[CH:14]=2)=[CH:6][CH:5]=1.CC(C)([O-])C.[K+].[N:31]#[C:32]Br, predict the reaction product. The product is: [C:32]([N:21]1[CH2:22][CH2:23][CH:18]([N:17]([CH3:24])[C:15]([N:13]2[CH:14]=[C:10]([C:7]3[CH:8]=[CH:9][C:4]([O:3][CH3:2])=[CH:5][CH:6]=3)[N:11]=[CH:12]2)=[O:16])[CH2:19][CH2:20]1)#[N:31]. (4) Given the reactants [Cl:1]C1C(OC2C=CC=CC=2)=C(F)C=CC=1[C@H](N)CC.[F:20][C:21]1[C:26]([O:27][C:28]2[CH:33]=[CH:32][CH:31]=[CH:30][CH:29]=2)=[C:25](F)[CH:24]=[CH:23][C:22]=1[CH:35]([NH2:38])[CH2:36][CH3:37].[CH3:39][C:40]1[CH:45]=[CH:44][C:43]([S:46]([N:49]2[CH:53]=[C:52]([C:54](=O)[CH3:55])[CH:51]=[N:50]2)(=[O:48])=[O:47])=[CH:42][CH:41]=1, predict the reaction product. The product is: [Cl:1][C:25]1[CH:24]=[CH:23][C:22]([C@H:35]([NH:38][CH:54]([C:52]2[CH:51]=[N:50][N:49]([S:46]([C:43]3[CH:44]=[CH:45][C:40]([CH3:39])=[CH:41][CH:42]=3)(=[O:48])=[O:47])[CH:53]=2)[CH3:55])[CH2:36][CH3:37])=[C:21]([F:20])[C:26]=1[O:27][C:28]1[CH:33]=[CH:32][CH:31]=[CH:30][CH:29]=1. (5) Given the reactants [F:1][C:2]1[CH:7]=[CH:6][C:5]([NH:8][C:9]([C:11]2[C:19]3[C:14](=[CH:15][CH:16]=[C:17]([N+:20]([O-])=O)[CH:18]=3)[NH:13][N:12]=2)=[O:10])=[CH:4][CH:3]=1.C(O)C, predict the reaction product. The product is: [F:1][C:2]1[CH:3]=[CH:4][C:5]([NH:8][C:9]([C:11]2[C:19]3[C:14](=[CH:15][CH:16]=[C:17]([NH2:20])[CH:18]=3)[NH:13][N:12]=2)=[O:10])=[CH:6][CH:7]=1.